This data is from Forward reaction prediction with 1.9M reactions from USPTO patents (1976-2016). The task is: Predict the product of the given reaction. Given the reactants [NH2:1][C@@H:2]1[C:10]2[C:5](=[CH:6][CH:7]=[CH:8][CH:9]=2)[CH2:4][CH2:3]1.[Cl:11][C:12]1[N:20]=[C:19]2[C:15]([NH:16][CH:17]=[N:18]2)=[C:14](Cl)[N:13]=1.C(N(CC)C(C)C)(C)C, predict the reaction product. The product is: [Cl:11][C:12]1[N:20]=[C:19]2[C:15]([N:16]=[CH:17][NH:18]2)=[C:14]([NH:1][C@@H:2]2[C:10]3[C:5](=[CH:6][CH:7]=[CH:8][CH:9]=3)[CH2:4][CH2:3]2)[N:13]=1.